This data is from NCI-60 drug combinations with 297,098 pairs across 59 cell lines. The task is: Regression. Given two drug SMILES strings and cell line genomic features, predict the synergy score measuring deviation from expected non-interaction effect. (1) Drug 1: C1=CC(=C2C(=C1NCCNCCO)C(=O)C3=C(C=CC(=C3C2=O)O)O)NCCNCCO. Drug 2: CN(C)C1=NC(=NC(=N1)N(C)C)N(C)C. Cell line: SK-MEL-2. Synergy scores: CSS=43.6, Synergy_ZIP=2.68, Synergy_Bliss=3.77, Synergy_Loewe=-58.1, Synergy_HSA=1.45. (2) Drug 1: C1=CC(=CC=C1CC(C(=O)O)N)N(CCCl)CCCl.Cl. Drug 2: CN1C(=O)N2C=NC(=C2N=N1)C(=O)N. Cell line: T-47D. Synergy scores: CSS=22.9, Synergy_ZIP=-0.216, Synergy_Bliss=9.16, Synergy_Loewe=-4.66, Synergy_HSA=4.62.